This data is from Forward reaction prediction with 1.9M reactions from USPTO patents (1976-2016). The task is: Predict the product of the given reaction. (1) Given the reactants [CH3:1][C:2]([CH3:27])([CH3:26])[C:3]#[C:4][C:5]1[S:9][C:8]([C:10]([O:12][CH3:13])=[O:11])=[C:7]([NH:14][C@@H:15]([C:18]([N:20]2[CH2:25][CH2:24][O:23][CH2:22][CH2:21]2)=[O:19])[CH2:16][CH3:17])[CH:6]=1.N1C=CC=CC=1.[CH3:34][C@H:35]1[CH2:40][CH2:39][C@H:38]([C:41](Cl)=[O:42])[CH2:37][CH2:36]1, predict the reaction product. The product is: [CH3:27][C:2]([CH3:26])([CH3:1])[C:3]#[C:4][C:5]1[S:9][C:8]([C:10]([O:12][CH3:13])=[O:11])=[C:7]([N:14]([C:41]([C@H:38]2[CH2:39][CH2:40][C@H:35]([CH3:34])[CH2:36][CH2:37]2)=[O:42])[C@@H:15]([C:18]([N:20]2[CH2:21][CH2:22][O:23][CH2:24][CH2:25]2)=[O:19])[CH2:16][CH3:17])[CH:6]=1. (2) Given the reactants [CH3:1][O:2][C:3]([C:5]1[N:6]([NH:23][CH3:24])[C:7](=[O:22])[C:8]2[C:13]([C:14]=1[C:15]1[CH:20]=[CH:19][CH:18]=[CH:17][CH:16]=1)=[CH:12][C:11]([Cl:21])=[CH:10][CH:9]=2)=[O:4].C(O)(=O)C.C(O)(=O)C.[C:46]1([Bi]([C:46]2[CH:51]=[CH:50][CH:49]=[CH:48][CH:47]=2)[C:46]2[CH:51]=[CH:50][CH:49]=[CH:48][CH:47]=2)[CH:51]=[CH:50][CH:49]=[CH:48][CH:47]=1.Cl.C(=O)([O-])O.[Na+], predict the reaction product. The product is: [CH3:1][O:2][C:3]([C:5]1[N:6]([N:23]([CH3:24])[C:46]2[CH:47]=[CH:48][CH:49]=[CH:50][CH:51]=2)[C:7](=[O:22])[C:8]2[C:13]([C:14]=1[C:15]1[CH:20]=[CH:19][CH:18]=[CH:17][CH:16]=1)=[CH:12][C:11]([Cl:21])=[CH:10][CH:9]=2)=[O:4]. (3) Given the reactants C[O:2][C:3](=O)[C:4]1[CH:9]=[CH:8][C:7]([Br:10])=[C:6]([F:11])[CH:5]=1.[H-].C([Al+]CC(C)C)C(C)C, predict the reaction product. The product is: [Br:10][C:7]1[CH:8]=[CH:9][C:4]([CH2:3][OH:2])=[CH:5][C:6]=1[F:11].